From a dataset of Reaction yield outcomes from USPTO patents with 853,638 reactions. Predict the reaction yield, written as a fraction of the theoretical maximum amount of product (1.0 means a 100% yield; for example, 0.34 means a 34% yield). (1) The reactants are [C:1]([O:5][C:6]([N:8]1[CH2:13][CH2:12][N:11]([CH2:14][C:15]2[CH:20]=[CH:19][C:18]([C:21]3[NH:22][C:23](=[O:37])[C:24]4[C:29]([CH:30]=3)=[C:28]([C:31]#[C:32][Si](C)(C)C)[CH:27]=[CH:26][CH:25]=4)=[CH:17][CH:16]=2)[CH2:10][CH2:9]1)=[O:7])([CH3:4])([CH3:3])[CH3:2].CCCC[N+](CCCC)(CCCC)CCCC.[F-]. The catalyst is C1COCC1. The product is [C:1]([O:5][C:6]([N:8]1[CH2:9][CH2:10][N:11]([CH2:14][C:15]2[CH:20]=[CH:19][C:18]([C:21]3[NH:22][C:23](=[O:37])[C:24]4[C:29]([CH:30]=3)=[C:28]([C:31]#[CH:32])[CH:27]=[CH:26][CH:25]=4)=[CH:17][CH:16]=2)[CH2:12][CH2:13]1)=[O:7])([CH3:4])([CH3:3])[CH3:2]. The yield is 1.00. (2) The reactants are [Cl:1][C:2]1[C:7]([CH2:8][N:9]2[CH2:14][CH2:13][NH:12][C:11]3[N:15]=[CH:16][C:17]([C:19]4[CH:27]=[CH:26][C:22]([C:23]([OH:25])=O)=[CH:21][CH:20]=4)=[CH:18][C:10]2=3)=[CH:6][CH:5]=[CH:4][N:3]=1.[N:28]1([CH:33]2[CH2:38][CH2:37][NH:36][CH2:35][CH2:34]2)[CH2:32][CH2:31][CH2:30][CH2:29]1. No catalyst specified. The product is [Cl:1][C:2]1[C:7]([CH2:8][N:9]2[CH2:14][CH2:13][NH:12][C:11]3[N:15]=[CH:16][C:17]([C:19]4[CH:27]=[CH:26][C:22]([C:23]([N:36]5[CH2:37][CH2:38][CH:33]([N:28]6[CH2:32][CH2:31][CH2:30][CH2:29]6)[CH2:34][CH2:35]5)=[O:25])=[CH:21][CH:20]=4)=[CH:18][C:10]2=3)=[CH:6][CH:5]=[CH:4][N:3]=1. The yield is 0.200.